Dataset: Full USPTO retrosynthesis dataset with 1.9M reactions from patents (1976-2016). Task: Predict the reactants needed to synthesize the given product. (1) Given the product [Br:1][C:2]1[CH:3]=[C:4]2[C:8](=[CH:9][CH:10]=1)[N:7]([CH3:11])[C:6]([CH2:12][O:13][Si:19]([C:22]([CH3:25])([CH3:24])[CH3:23])([CH3:21])[CH3:20])=[CH:5]2, predict the reactants needed to synthesize it. The reactants are: [Br:1][C:2]1[CH:3]=[C:4]2[C:8](=[CH:9][CH:10]=1)[N:7]([CH3:11])[C:6]([CH2:12][OH:13])=[CH:5]2.N1C=CN=C1.[Si:19](Cl)([C:22]([CH3:25])([CH3:24])[CH3:23])([CH3:21])[CH3:20]. (2) Given the product [I:11][C:12]1[CH:17]=[CH:16][C:15]([O:18][C:7]2[CH:8]=[CH:9][C:4]([C:2](=[O:3])[CH3:1])=[CH:5][CH:6]=2)=[CH:14][CH:13]=1, predict the reactants needed to synthesize it. The reactants are: [CH3:1][C:2]([C:4]1[CH:9]=[CH:8][C:7](F)=[CH:6][CH:5]=1)=[O:3].[I:11][C:12]1[CH:17]=[CH:16][C:15]([OH:18])=[CH:14][CH:13]=1.C(=O)([O-])[O-].[K+].[K+]. (3) Given the product [C:42]([O:41][C:39]([N:36]1[CH2:37][CH2:38][CH:33]([C:18]2[CH:19]=[C:20]([CH:28]3[CH2:29][CH2:30][CH2:31][CH2:32]3)[C:21]([O:23][C:24]([O:26][CH3:27])=[O:25])=[CH:22][C:17]=2[NH:16][C:12]([CH:10]2[CH2:9][NH:8][C:7]3[CH:15]=[C:3]([C:1]#[N:2])[CH:4]=[CH:5][C:6]=3[O:11]2)=[O:14])[CH2:34][CH2:35]1)=[O:40])([CH3:45])([CH3:44])[CH3:43], predict the reactants needed to synthesize it. The reactants are: [C:1]([C:3]1[CH:4]=[CH:5][C:6]2[O:11][CH:10]([C:12]([OH:14])=O)[CH2:9][NH:8][C:7]=2[CH:15]=1)#[N:2].[NH2:16][C:17]1[CH:22]=[C:21]([O:23][C:24]([O:26][CH3:27])=[O:25])[C:20]([CH:28]2[CH2:32][CH2:31][CH2:30][CH2:29]2)=[CH:19][C:18]=1[CH:33]1[CH2:38][CH2:37][N:36]([C:39]([O:41][C:42]([CH3:45])([CH3:44])[CH3:43])=[O:40])[CH2:35][CH2:34]1.C(P1(=O)OP(CCC)(=O)OP(CCC)(=O)O1)CC.N1C=CC=CC=1. (4) Given the product [CH2:11]([O:40][C:37](=[O:38])[CH2:36][C:32]1[C:33](=[O:34])[O:29][C:22]2[C:21]([C:19]=1[C:15]1[CH:16]=[CH:17][CH:18]=[C:13]([Br:12])[CH:14]=1)=[CH:26][C:25]([CH3:27])=[C:24]([Cl:28])[CH:23]=2)[CH3:1], predict the reactants needed to synthesize it. The reactants are: [CH2:1]1[CH2:11]CN2C(=NCCC2)CC1.[Br:12][C:13]1[CH:14]=[C:15]([C:19]([C:21]2[CH:26]=[C:25]([CH3:27])[C:24]([Cl:28])=[CH:23][C:22]=2[OH:29])=O)[CH:16]=[CH:17][CH:18]=1.C([CH:32]([CH2:36][C:37](Cl)=[O:38])[C:33](Cl)=[O:34])C.[OH2:40]. (5) Given the product [CH3:1][C:2]1([CH2:7][CH2:8][CH2:9][NH2:10])[O:6][CH2:5][CH2:4][O:3]1, predict the reactants needed to synthesize it. The reactants are: [CH3:1][C:2]1([CH2:7][CH2:8][CH2:9][N+:10]([O-])=O)[O:6][CH2:5][CH2:4][O:3]1.